This data is from Catalyst prediction with 721,799 reactions and 888 catalyst types from USPTO. The task is: Predict which catalyst facilitates the given reaction. (1) Reactant: [Br:1][C:2]1[CH:3]=[C:4]2[C:9](=[CH:10][CH:11]=1)[C:8]([C:12](=O)[CH3:13])=[C:7]([O:15][CH3:16])[CH:6]=[CH:5]2.[CH3:17][Mg]Cl. Product: [Br:1][C:2]1[CH:3]=[C:4]2[C:9](=[CH:10][CH:11]=1)[C:8]([C:12]([CH3:17])=[CH2:13])=[C:7]([O:15][CH3:16])[CH:6]=[CH:5]2. The catalyst class is: 1. (2) Product: [CH3:1][C:2]([CH3:15])([CH3:14])[CH2:3][C:4]([C:6]1[CH:13]=[CH:12][C:9]([CH2:10][N:20]2[C:16](=[O:26])[C:17]3[C:18](=[CH:22][CH:23]=[CH:24][CH:25]=3)[C:19]2=[O:21])=[CH:8][CH:7]=1)=[O:5]. Reactant: [CH3:1][C:2]([CH3:15])([CH3:14])[CH2:3][C:4]([C:6]1[CH:13]=[CH:12][C:9]([CH2:10]Br)=[CH:8][CH:7]=1)=[O:5].[C:16]1(=[O:26])[NH:20][C:19](=[O:21])[C:18]2=[CH:22][CH:23]=[CH:24][CH:25]=[C:17]12.[K]. The catalyst class is: 31. (3) The catalyst class is: 5. Reactant: [CH3:1][C:2]1([CH3:19])[C:10]2[C:5](=[CH:6][C:7]([N+:15]([O-:17])=[O:16])=[C:8]([NH:11]C(=O)C)[CH:9]=2)[NH:4][C:3]1=[O:18].Br[CH2:21][C:22]#[CH:23].C([O-])([O-])=O.[K+].[K+].C1CCN2C(=NCCC2)CC1. Product: [NH2:11][C:8]1[CH:9]=[C:10]2[C:5](=[CH:6][C:7]=1[N+:15]([O-:17])=[O:16])[N:4]([CH2:23][C:22]#[CH:21])[C:3](=[O:18])[C:2]2([CH3:1])[CH3:19]. (4) Reactant: Cl[CH:2]1[CH2:7][CH2:6][CH2:5][CH2:4][C:3]1=O.[CH2:9]([NH:11][C:12]1[CH:17]=[CH:16][CH:15]=[CH:14][CH:13]=1)[CH3:10].COCCO.C(=O)([O-])[O-].[Na+].[Na+]. Product: [CH2:9]([N:11]1[C:12]2[CH2:17][CH2:16][CH2:15][CH2:14][C:13]=2[C:3]2[C:2]1=[CH:7][CH:6]=[CH:5][CH:4]=2)[CH3:10]. The catalyst class is: 803. (5) Reactant: [NH2:1][C@@H:2]([CH3:37])[C@@H:3]([C:27]1[CH:28]=[CH:29][C:30]2[CH2:35][O:34][CH2:33][O:32][C:31]=2[CH:36]=1)[O:4][C:5]1[CH:6]=[C:7]2[C:11](=[CH:12][CH:13]=1)[N:10]([C:14]1[CH:15]=[C:16]([CH:24]=[CH:25][CH:26]=1)[C:17]([O:19][CH2:20][CH:21]([CH3:23])[CH3:22])=[O:18])[N:9]=[CH:8]2.[F:38][C:39]([F:44])([CH3:43])[C:40](O)=[O:41].CN(C(ON1N=NC2C=CC=CC1=2)=[N+](C)C)C.F[P-](F)(F)(F)(F)F.C(N(C(C)C)C(C)C)C. Product: [O:32]1[C:31]2[CH:36]=[C:27]([C@@H:3]([O:4][C:5]3[CH:6]=[C:7]4[C:11](=[CH:12][CH:13]=3)[N:10]([C:14]3[CH:15]=[C:16]([CH:24]=[CH:25][CH:26]=3)[C:17]([O:19][CH2:20][CH:21]([CH3:22])[CH3:23])=[O:18])[N:9]=[CH:8]4)[C@@H:2]([NH:1][C:40](=[O:41])[C:39]([F:44])([F:38])[CH3:43])[CH3:37])[CH:28]=[CH:29][C:30]=2[CH2:35][O:34][CH2:33]1. The catalyst class is: 46. (6) Reactant: C(O[C:6]([NH:8][C@H:9]1[CH2:14][CH2:13][C@@H:12]([C:15]([O:17][CH3:18])=[O:16])[CH2:11][C@H:10]1[NH:19][C:20]([C:22]1[S:23][C:24]2[CH2:25][N:26]([CH3:31])[CH2:27][CH2:28][C:29]=2[N:30]=1)=[O:21])=[O:7])(C)(C)C.Cl.[Cl:33][C:34]1[CH:35]=[C:36]2[C:40](=[CH:41][CH:42]=1)[NH:39][C:38](C(O)=O)=[CH:37]2. Product: [ClH:33].[Cl:33][C:34]1[CH:35]=[C:36]2[C:40](=[CH:41][CH:42]=1)[NH:39][C:38]([C:6]([NH:8][C@H:9]1[CH2:14][CH2:13][C@@H:12]([C:15]([O:17][CH3:18])=[O:16])[CH2:11][C@H:10]1[NH:19][C:20]([C:22]1[S:23][C:24]3[CH2:25][N:26]([CH3:31])[CH2:27][CH2:28][C:29]=3[N:30]=1)=[O:21])=[O:7])=[CH:37]2. The catalyst class is: 12.